Regression. Given two drug SMILES strings and cell line genomic features, predict the synergy score measuring deviation from expected non-interaction effect. From a dataset of NCI-60 drug combinations with 297,098 pairs across 59 cell lines. (1) Drug 1: CN1C2=C(C=C(C=C2)N(CCCl)CCCl)N=C1CCCC(=O)O.Cl. Drug 2: CC12CCC3C(C1CCC2O)C(CC4=C3C=CC(=C4)O)CCCCCCCCCS(=O)CCCC(C(F)(F)F)(F)F. Cell line: SK-MEL-2. Synergy scores: CSS=-0.515, Synergy_ZIP=2.75, Synergy_Bliss=4.76, Synergy_Loewe=-2.88, Synergy_HSA=-1.82. (2) Drug 1: C1=CC(=CC=C1C#N)C(C2=CC=C(C=C2)C#N)N3C=NC=N3. Drug 2: CC1=C(N=C(N=C1N)C(CC(=O)N)NCC(C(=O)N)N)C(=O)NC(C(C2=CN=CN2)OC3C(C(C(C(O3)CO)O)O)OC4C(C(C(C(O4)CO)O)OC(=O)N)O)C(=O)NC(C)C(C(C)C(=O)NC(C(C)O)C(=O)NCCC5=NC(=CS5)C6=NC(=CS6)C(=O)NCCC[S+](C)C)O. Cell line: MDA-MB-231. Synergy scores: CSS=14.7, Synergy_ZIP=-1.53, Synergy_Bliss=-0.782, Synergy_Loewe=-4.19, Synergy_HSA=-0.936.